From a dataset of Catalyst prediction with 721,799 reactions and 888 catalyst types from USPTO. Predict which catalyst facilitates the given reaction. (1) Reactant: [NH2:1][C@H:2]([C:10]([NH:12][CH2:13][CH:14]=[O:15])=[O:11])[CH2:3][C:4]1[CH:9]=[CH:8][CH:7]=[CH:6][CH:5]=1.[NH:16](C(OCC1C2C(=CC=CC=2)C2C1=CC=CC=2)=O)[C@H:17]([C:19](O)=[O:20])[CH3:18].O.CN(C(ON1N=NC2C=CC=CC1=2)=[N+](C)C)C.F[P-](F)(F)(F)(F)F.C1C=CC2N(O)N=NC=2C=1.C(N(C(C)C)CC)(C)C. Product: [NH2:1][C@H:2]([C:10]([NH:12][CH2:13][C:14]([NH:16][C@H:17]([CH:19]=[O:20])[CH3:18])=[O:15])=[O:11])[CH2:3][C:4]1[CH:9]=[CH:8][CH:7]=[CH:6][CH:5]=1. The catalyst class is: 120. (2) Reactant: CO[C:3]1[CH:8]=[C:7]([N+:9]([O-:11])=[O:10])[CH:6]=[CH:5][C:4]=1[C:12]1[C:17]([C:18]([O:20]C)=[O:19])=[CH:16][N:15]=[CH:14][CH:13]=1.B(Br)(Br)Br. Product: [N+:9]([C:7]1[CH:6]=[CH:5][C:4]2[C:12]3[C:17](=[CH:16][N:15]=[CH:14][CH:13]=3)[C:18](=[O:19])[O:20][C:3]=2[CH:8]=1)([O-:11])=[O:10]. The catalyst class is: 2. (3) Reactant: [NH2:1][C:2]1[CH:7]=[CH:6][C:5]([C:8]2[C:9]([NH2:24])=[N:10][C:11]([NH2:23])=[N:12][C:13]=2[CH2:14][O:15][CH2:16][CH2:17][O:18][CH2:19][CH2:20][CH2:21][CH3:22])=[CH:4][CH:3]=1.[Cl:25][C:26]1[CH:33]=[CH:32][C:29]([CH:30]=O)=[CH:28][CH:27]=1.C(O)(=O)C.[BH3-]C#N.[Na+]. Product: [CH2:19]([O:18][CH2:17][CH2:16][O:15][CH2:14][C:13]1[N:12]=[C:11]([NH2:23])[N:10]=[C:9]([NH2:24])[C:8]=1[C:5]1[CH:6]=[CH:7][C:2]([NH:1][CH2:30][C:29]2[CH:32]=[CH:33][C:26]([Cl:25])=[CH:27][CH:28]=2)=[CH:3][CH:4]=1)[CH2:20][CH2:21][CH3:22]. The catalyst class is: 5. (4) Reactant: [C:1]([O:5][C:6]([N:8]1[C:16]2[CH:15]=[C:14]([C:17](=[O:24])[C:18]3[CH:23]=[CH:22][CH:21]=[CH:20][CH:19]=3)[N:13]=[CH:12][C:11]=2[C:10]([CH3:26])([CH3:25])[CH2:9]1)=[O:7])([CH3:4])([CH3:3])[CH3:2].[BH4-].[Na+].O. Product: [C:1]([O:5][C:6]([N:8]1[C:16]2[CH:15]=[C:14]([CH:17]([OH:24])[C:18]3[CH:19]=[CH:20][CH:21]=[CH:22][CH:23]=3)[N:13]=[CH:12][C:11]=2[C:10]([CH3:26])([CH3:25])[CH2:9]1)=[O:7])([CH3:4])([CH3:2])[CH3:3]. The catalyst class is: 5. (5) Reactant: [NH2:1][C:2]1([C:7]([OH:9])=[O:8])[CH2:6][CH2:5][CH2:4][CH2:3]1.[OH-].[Na+].[C:12]([O:16][C:17](O[C:17]([O:16][C:12]([CH3:15])([CH3:14])[CH3:13])=[O:18])=[O:18])([CH3:15])([CH3:14])[CH3:13]. Product: [C:12]([O:16][C:17]([NH:1][C:2]1([C:7]([OH:9])=[O:8])[CH2:6][CH2:5][CH2:4][CH2:3]1)=[O:18])([CH3:15])([CH3:14])[CH3:13]. The catalyst class is: 258. (6) Reactant: C([Li])CCC.CN(C)CCNC.[CH3:13][O:14][C:15]1[CH:16]=[C:17]([CH:20]=[CH:21][CH:22]=1)[CH:18]=[O:19].[Cl:23]C(Cl)(Cl)C(Cl)(Cl)Cl.Cl. Product: [Cl:23][C:16]1[C:15]([O:14][CH3:13])=[CH:22][CH:21]=[CH:20][C:17]=1[CH:18]=[O:19]. The catalyst class is: 30.